This data is from Full USPTO retrosynthesis dataset with 1.9M reactions from patents (1976-2016). The task is: Predict the reactants needed to synthesize the given product. (1) Given the product [C:31]([C:2]1[CH:3]=[CH:4][C:5]([O:8][C:9]2[CH:10]=[C:11]([CH:15]=[C:16]3[CH2:21][CH2:20][CH:19]([NH:22][C:23]([C:25]4[CH:26]=[N:27][CH:28]=[CH:29][CH:30]=4)=[O:24])[CH2:18][CH2:17]3)[CH:12]=[CH:13][CH:14]=2)=[N:6][CH:7]=1)#[N:32], predict the reactants needed to synthesize it. The reactants are: Br[C:2]1[CH:3]=[CH:4][C:5]([O:8][C:9]2[CH:10]=[C:11]([CH:15]=[C:16]3[CH2:21][CH2:20][CH:19]([NH:22][C:23]([C:25]4[CH:26]=[N:27][CH:28]=[CH:29][CH:30]=4)=[O:24])[CH2:18][CH2:17]3)[CH:12]=[CH:13][CH:14]=2)=[N:6][CH:7]=1.[CH3:31][N:32](C=O)C. (2) Given the product [C:47]([O:21][C:20]1[C:19](=[O:22])[N:18]([CH:23]([CH3:25])[CH3:24])[C:17](=[O:26])[N:16]2[CH:11]([CH2:10][CH2:9][O:8][CH2:1][C:2]3[CH:3]=[CH:4][CH:5]=[CH:6][CH:7]=3)[CH2:12][N:13]([CH2:28][C:29]3[CH:30]=[CH:31][C:32]([F:35])=[CH:33][CH:34]=3)[C:14](=[O:27])[C:15]=12)(=[O:48])[C:46]([CH3:51])([CH3:50])[CH3:45], predict the reactants needed to synthesize it. The reactants are: [CH2:1]([O:8][CH2:9][CH2:10][CH:11]1[N:16]2[C:17](=[O:26])[N:18]([CH:23]([CH3:25])[CH3:24])[C:19](=[O:22])[C:20]([OH:21])=[C:15]2[C:14](=[O:27])[N:13]([CH2:28][C:29]2[CH:34]=[CH:33][C:32]([F:35])=[CH:31][CH:30]=2)[CH2:12]1)[C:2]1[CH:7]=[CH:6][CH:5]=[CH:4][CH:3]=1.C(N(C(C)C)CC)(C)C.[CH3:45][C:46]([CH3:51])([CH3:50])[C:47](Cl)=[O:48].CO. (3) The reactants are: [F:1][C:2]1[CH:7]=[CH:6][C:5]([N:8]2[C:11](=[O:12])[C@H:10]([S:13][CH2:14][C:15]([C:17]3[CH:22]=[CH:21][C:20]([F:23])=[CH:19][CH:18]=3)=[O:16])[C@H:9]2[C:24]2[CH:34]=[CH:33][C:27]([O:28][CH2:29][C:30]([OH:32])=O)=[CH:26][CH:25]=2)=[CH:4][CH:3]=1.Cl.[NH2:36][C@@H:37]([C:41]([O:43]C(C)(C)C)=[O:42])[CH:38]([CH3:40])[CH3:39].CN1CCOCC1.CN(C(ON1N=NC2C=CC=CC1=2)=[N+](C)C)C.[B-](F)(F)(F)F. Given the product [F:1][C:2]1[CH:7]=[CH:6][C:5]([N:8]2[C:11](=[O:12])[C@H:10]([S:13][CH2:14][C:15]([C:17]3[CH:18]=[CH:19][C:20]([F:23])=[CH:21][CH:22]=3)=[O:16])[C@H:9]2[C:24]2[CH:34]=[CH:33][C:27]([O:28][CH2:29][C:30]([NH:36][C@@H:37]([C:41]([OH:43])=[O:42])[CH:38]([CH3:40])[CH3:39])=[O:32])=[CH:26][CH:25]=2)=[CH:4][CH:3]=1, predict the reactants needed to synthesize it.